From a dataset of Reaction yield outcomes from USPTO patents with 853,638 reactions. Predict the reaction yield, written as a fraction of the theoretical maximum amount of product (1.0 means a 100% yield; for example, 0.34 means a 34% yield). (1) The reactants are P(Cl)(Cl)(Cl)=O.[NH2:6][C:7]1[C:8]([C:15]([NH2:17])=O)=[N:9][N:10]([CH:12]([CH3:14])[CH3:13])[N:11]=1.N. The catalyst is CN(C)C=O.ClCCl. The product is [NH2:6][C:7]1[C:8]([C:15]#[N:17])=[N:9][N:10]([CH:12]([CH3:14])[CH3:13])[N:11]=1. The yield is 0.520. (2) The yield is 0.900. The product is [Cl:14][C:15]1[N:20]=[C:19]([C:5]2[NH:6][C:7]3[C:3]([CH:4]=2)=[C:2]([F:1])[CH:10]=[CH:9][CH:8]=3)[C:18]([NH2:22])=[CH:17][CH:16]=1. The catalyst is O1CCOCC1. The reactants are [F:1][C:2]1[CH:10]=[CH:9][CH:8]=[C:7]2[C:3]=1[CH:4]=[C:5](B(O)O)[NH:6]2.[Cl:14][C:15]1[N:20]=[C:19](I)[C:18]([NH2:22])=[CH:17][CH:16]=1.C(=O)([O-])[O-].[Cs+].[Cs+].C(Cl)Cl. (3) The reactants are [CH:1]1[C:14]2[C:13](=[CH:15][C:16](O)=[O:17])[C:12]3[C:7](=[CH:8][CH:9]=[CH:10][CH:11]=3)[S:6][C:5]=2[CH:4]=[CH:3][CH:2]=1.Cl.C(N=C=NCCCN(C)C)C.OC1C2N=NNC=2C=CC=1.C(N(CC)CC)C.Cl.[CH3:49][O:50][C:51](=[O:58])[CH2:52][CH2:53][CH2:54][CH2:55][CH2:56][NH2:57]. The catalyst is [Cl-].[Na+].O.CN(C=O)C. The product is [CH3:49][O:50][C:51](=[O:58])[CH2:52][CH2:53][CH2:54][CH2:55][CH2:56][NH:57][C:16](=[O:17])[CH:15]=[C:13]1[C:14]2[CH:1]=[CH:2][CH:3]=[CH:4][C:5]=2[S:6][C:7]2[C:12]1=[CH:11][CH:10]=[CH:9][CH:8]=2. The yield is 0.820. (4) The reactants are [NH2:1][C:2]1[CH:7]=[CH:6][C:5]([N:8]2[C:12]([CH3:14])([CH3:13])[C:11](=[O:15])[N:10]([C:16]3[CH:23]=[CH:22][C:19]([C:20]#[N:21])=[C:18]([C:24]([F:27])([F:26])[F:25])[CH:17]=3)[C:9]2=[S:28])=[CH:4][CH:3]=1.[C:29](Cl)(=[O:31])[CH3:30].C(N(CC)CC)C. The catalyst is ClCCl. The product is [C:20]([C:19]1[CH:22]=[CH:23][C:16]([N:10]2[C:11](=[O:15])[C:12]([CH3:14])([CH3:13])[N:8]([C:5]3[CH:4]=[CH:3][C:2]([NH:1][C:29](=[O:31])[CH3:30])=[CH:7][CH:6]=3)[C:9]2=[S:28])=[CH:17][C:18]=1[C:24]([F:26])([F:27])[F:25])#[N:21]. The yield is 0.800. (5) The reactants are [CH2:1]([NH:3][C:4]([NH:6][C:7]1[N:12]=[CH:11][C:10]([C:13]2[C:14]([O:23][CH2:24][CH:25]3[CH2:30][CH2:29][O:28][CH2:27][CH2:26]3)=[N:15][CH:16]=[C:17]([C:19]([NH:21][NH2:22])=[O:20])[CH:18]=2)=[C:9]([C:31]2[S:32][CH:33]=[C:34]([C:36]([F:39])([F:38])[F:37])[N:35]=2)[CH:8]=1)=[O:5])[CH3:2].[C:40](Cl)(Cl)=[O:41]. The catalyst is O1CCCC1. The product is [CH2:1]([NH:3][C:4]([NH:6][C:7]1[N:12]=[CH:11][C:10]([C:13]2[C:14]([O:23][CH2:24][CH:25]3[CH2:26][CH2:27][O:28][CH2:29][CH2:30]3)=[N:15][CH:16]=[C:17]([C:19]3[O:20][C:40](=[O:41])[NH:22][N:21]=3)[CH:18]=2)=[C:9]([C:31]2[S:32][CH:33]=[C:34]([C:36]([F:38])([F:39])[F:37])[N:35]=2)[CH:8]=1)=[O:5])[CH3:2]. The yield is 0.480.